From a dataset of Forward reaction prediction with 1.9M reactions from USPTO patents (1976-2016). Predict the product of the given reaction. (1) Given the reactants C(OC(=O)[NH:7][CH2:8][C:9](=[O:35])[CH2:10][S:11][C:12]1[N:13]([C:28]2[CH:33]=[CH:32][CH:31]=[C:30]([F:34])[CH:29]=2)[C:14](=[O:27])[C:15]2[C:20]([C:21]3[CH:26]=[CH:25][CH:24]=[CH:23][CH:22]=3)=[CH:19][S:18][C:16]=2[N:17]=1)(C)(C)C.[ClH:37], predict the reaction product. The product is: [ClH:37].[NH2:7][CH2:8][C:9](=[O:35])[CH2:10][S:11][C:12]1[N:13]([C:28]2[CH:33]=[CH:32][CH:31]=[C:30]([F:34])[CH:29]=2)[C:14](=[O:27])[C:15]2[C:20]([C:21]3[CH:22]=[CH:23][CH:24]=[CH:25][CH:26]=3)=[CH:19][S:18][C:16]=2[N:17]=1. (2) Given the reactants [F:1][C:2]([F:7])([F:6])[C:3]([OH:5])=[O:4].[OH:8][C:9]1[CH:17]=[CH:16][C:12]([C:13]([NH2:15])=[NH:14])=[CH:11][C:10]=1[CH:18]=[CH:19][C@H:20]1[CH2:24][CH2:23][CH2:22][N:21]1[C:25](=[O:39])[C:26]1[CH:31]=[CH:30][C:29]([C:32]2[CH:37]=[CH:36][C:35](=[O:38])[NH:34][CH:33]=2)=[CH:28][CH:27]=1, predict the reaction product. The product is: [F:1][C:2]([F:7])([F:6])[C:3]([OH:5])=[O:4].[OH:8][C:9]1[CH:17]=[CH:16][C:12]([C:13]([NH2:15])=[NH:14])=[CH:11][C:10]=1[CH2:18][CH2:19][C@@H:20]1[CH2:24][CH2:23][CH2:22][N:21]1[C:25](=[O:39])[C:26]1[CH:31]=[CH:30][C:29]([C:32]2[CH:37]=[CH:36][C:35](=[O:38])[NH:34][CH:33]=2)=[CH:28][CH:27]=1. (3) The product is: [CH2:32]([C@H:28]1[C:29](=[O:31])[O:30][C@H:26]([C@@H:23]([NH:22][S:17]([C:11]2[CH:10]=[CH:9][CH:8]=[CH:13][C:12]=2[N+:14]([O-:16])=[O:15])(=[O:19])=[O:18])[CH2:24][OH:25])[CH2:27]1)[CH3:33]. Given the reactants C(N(CC)CC)C.[CH:8]1[CH:13]=[C:12]([N+:14]([O-:16])=[O:15])[C:11]([S:17](Cl)(=[O:19])=[O:18])=[CH:10][CH:9]=1.Cl.[NH2:22][C@H:23]([C@H:26]1[O:30][C:29](=[O:31])[C@H:28]([CH2:32][CH3:33])[CH2:27]1)[CH2:24][OH:25].O1CCCC1, predict the reaction product. (4) Given the reactants Br[C:2]1[C:3]([Cl:20])=[C:4]([CH:16]=[C:17]([Cl:19])[CH:18]=1)[O:5][C:6]1[C:14]2[N:13]=[N:12][NH:11][C:10]=2[CH:9]=[CH:8][C:7]=1[Cl:15].[CH3:21][N:22](C=O)C, predict the reaction product. The product is: [Cl:20][C:3]1[C:4]([O:5][C:6]2[C:14]3[N:13]=[N:12][NH:11][C:10]=3[CH:9]=[CH:8][C:7]=2[Cl:15])=[CH:16][C:17]([Cl:19])=[CH:18][C:2]=1[C:21]#[N:22]. (5) Given the reactants [N:1]1([C:10]2[S:14][C:13]([C:15]([O:17][CH3:18])=[O:16])=[C:12](OS(C(F)(F)F)(=O)=O)[CH:11]=2)[C:5]2[CH:6]=[CH:7][CH:8]=[CH:9][C:4]=2[N:3]=[CH:2]1.C(N(CC)CC)C.[C:34]1([C:40]#[CH:41])[CH:39]=[CH:38][CH:37]=[CH:36][CH:35]=1.C(OCC)(=O)C, predict the reaction product. The product is: [N:1]1([C:10]2[S:14][C:13]([C:15]([O:17][CH3:18])=[O:16])=[C:12]([C:41]#[C:40][C:34]3[CH:39]=[CH:38][CH:37]=[CH:36][CH:35]=3)[CH:11]=2)[C:5]2[CH:6]=[CH:7][CH:8]=[CH:9][C:4]=2[N:3]=[CH:2]1. (6) Given the reactants [C:1]([OH:9])(=O)[C:2]1[CH:7]=[CH:6][N:5]=[CH:4][CH:3]=1.C(N(CC)CC)C.[NH2:17][C:18]1[C:26]([F:27])=[C:25]2[C:21]([C:22]([CH3:31])([CH3:30])[C:23](=[O:29])[N:24]2[CH3:28])=[CH:20][C:19]=1[F:32], predict the reaction product. The product is: [F:32][C:19]1[CH:20]=[C:21]2[C:25](=[C:26]([F:27])[C:18]=1[NH:17][C:1](=[O:9])[C:2]1[CH:3]=[CH:4][N:5]=[CH:6][CH:7]=1)[N:24]([CH3:28])[C:23](=[O:29])[C:22]2([CH3:31])[CH3:30]. (7) Given the reactants Br[C:2]1[CH:7]=[C:6]([C:8]2[CH:13]=[CH:12][CH:11]=[CH:10][CH:9]=2)[CH:5]=[CH:4][N:3]=1.[NH2:14][C:15]1[CH:20]=[CH:19][CH:18]=[CH:17][N:16]=1.CC(C)([O-])C.[K+], predict the reaction product. The product is: [C:8]1([C:6]2[CH:5]=[CH:4][N:3]=[C:2]([NH:14][C:15]3[CH:20]=[CH:19][CH:18]=[CH:17][N:16]=3)[CH:7]=2)[CH:13]=[CH:12][CH:11]=[CH:10][CH:9]=1. (8) Given the reactants [Cl-].[Cl-].[Cl-].[In+3].[CH3:5][N:6]([C@@H:8]1[C:26](=[O:27])[C:25]([C:28]([NH2:30])=[O:29])=[C:24]([OH:31])[C@:23]2([OH:32])[C@H:9]1[CH2:10][C@H:11]1[C:20]([C:21]2=[O:22])=[C:19]([OH:33])[C:18]2[C:13](=[C:14](I)[CH:15]=[CH:16][C:17]=2[OH:34])[CH2:12]1)[CH3:7].[CH2:36]1[CH2:40]OC[CH2:37]1, predict the reaction product. The product is: [CH:37]1([C:14]2[CH:15]=[CH:16][C:17]([OH:34])=[C:18]3[C:13]=2[CH2:12][C@@H:11]2[C:20]([C:19]3=[O:33])=[C:21]([OH:22])[C@@:23]3([OH:32])[C@H:9]([C@H:8]([N:6]([CH3:7])[CH3:5])[C:26]([OH:27])=[C:25]([C:28]([NH2:30])=[O:29])[C:24]3=[O:31])[CH2:10]2)[CH2:36][CH2:40]1.